Dataset: Peptide-MHC class I binding affinity with 185,985 pairs from IEDB/IMGT. Task: Regression. Given a peptide amino acid sequence and an MHC pseudo amino acid sequence, predict their binding affinity value. This is MHC class I binding data. (1) The peptide sequence is DRLHPPNKL. The MHC is HLA-A03:01 with pseudo-sequence HLA-A03:01. The binding affinity (normalized) is 0.0847. (2) The peptide sequence is ARAAARAAL. The MHC is HLA-B40:01 with pseudo-sequence HLA-B40:01. The binding affinity (normalized) is 0.136. (3) The peptide sequence is NPKTPKYKF. The MHC is HLA-B58:01 with pseudo-sequence HLA-B58:01. The binding affinity (normalized) is 0.0847. (4) The binding affinity (normalized) is 0. The MHC is HLA-A68:02 with pseudo-sequence HLA-A68:02. The peptide sequence is NQESNKYRI.